From a dataset of Forward reaction prediction with 1.9M reactions from USPTO patents (1976-2016). Predict the product of the given reaction. Given the reactants [C:1]([NH:4][C:5]1[C:14]2[C:9](=[CH:10][CH:11]=[CH:12][CH:13]=2)[C:8]([S:15](Cl)(=[O:17])=[O:16])=[CH:7][CH:6]=1)(=[O:3])[CH3:2].[NH2:19][C:20]1[S:21][CH:22]=[CH:23][N:24]=1, predict the reaction product. The product is: [S:21]1[CH:22]=[CH:23][N:24]=[C:20]1[NH:19][S:15]([C:8]1[C:9]2[C:14](=[CH:13][CH:12]=[CH:11][CH:10]=2)[C:5]([NH:4][C:1](=[O:3])[CH3:2])=[CH:6][CH:7]=1)(=[O:17])=[O:16].